This data is from Blood-brain barrier permeability classification from the B3DB database. The task is: Regression/Classification. Given a drug SMILES string, predict its absorption, distribution, metabolism, or excretion properties. Task type varies by dataset: regression for continuous measurements (e.g., permeability, clearance, half-life) or binary classification for categorical outcomes (e.g., BBB penetration, CYP inhibition). Dataset: b3db_classification. (1) The drug is FC(F)O[C@@H](F)C(F)(F)F. The result is 1 (penetrates BBB). (2) The molecule is CC(C)(C)[N+](=O)C=C1C=CN([O-])C=C1. The result is 1 (penetrates BBB). (3) The result is 1 (penetrates BBB). The drug is CC1C2Cc3ccc(O)cc3C1(C)CCN2CC1CC1. (4) The drug is O=C1NCCN[C@H]1c1cccs1. The result is 1 (penetrates BBB). (5) The compound is CC[C@@H]1C(=O)NC(=O)[C@]1(C)c1ccccc1. The result is 1 (penetrates BBB). (6) The drug is CC(C)N[C@H]1C2CCC(CC2)[C@@]1(O)c1ccc(Cl)c(Cl)c1. The result is 1 (penetrates BBB). (7) The compound is O=C1[C@H]2[C@@H]3C=C[C@@H]([C@H]4C=C[C@@H]34)[C@H]2C(=O)N1CCCCN1CCN(c2ncccn2)CC1. The result is 1 (penetrates BBB). (8) The drug is CON=C(C(=O)NC1C(=O)N2C(C(=O)OCOC(=O)C(C)(C)C)=CCSC12)c1csc(NC(=O)C(C)N)n1. The result is 0 (does not penetrate BBB). (9) The molecule is NC(N)=NCCN1CCCCCCC1. The result is 0 (does not penetrate BBB). (10) The drug is C=CCC1C=C(C)CC(C)CC(OC)C2OC(O)(C(=O)C(=O)N3CCCCC3C(=O)OC(C(C)=CC3CCC(O)C(OC)C3)C(C)C(O)CC1=O)C(C)CC2OC. The result is 0 (does not penetrate BBB).